Regression/Classification. Given a drug SMILES string, predict its absorption, distribution, metabolism, or excretion properties. Task type varies by dataset: regression for continuous measurements (e.g., permeability, clearance, half-life) or binary classification for categorical outcomes (e.g., BBB penetration, CYP inhibition). Dataset: cyp1a2_veith. From a dataset of CYP1A2 inhibition data for predicting drug metabolism from PubChem BioAssay. (1) The result is 0 (non-inhibitor). The compound is C=N[C@H](C(=O)N[C@@H]1C(=O)N2[C@@H](C(=O)[O-])C(C)(C)S[C@H]12)c1ccccc1.[Na+]. (2) The drug is CN1CCN(c2cc(-c3ccoc3)ncn2)CC1. The result is 1 (inhibitor).